From a dataset of NCI-60 drug combinations with 297,098 pairs across 59 cell lines. Regression. Given two drug SMILES strings and cell line genomic features, predict the synergy score measuring deviation from expected non-interaction effect. (1) Drug 1: CCC1(CC2CC(C3=C(CCN(C2)C1)C4=CC=CC=C4N3)(C5=C(C=C6C(=C5)C78CCN9C7C(C=CC9)(C(C(C8N6C=O)(C(=O)OC)O)OC(=O)C)CC)OC)C(=O)OC)O.OS(=O)(=O)O. Drug 2: CC1CCCC2(C(O2)CC(NC(=O)CC(C(C(=O)C(C1O)C)(C)C)O)C(=CC3=CSC(=N3)C)C)C. Cell line: SR. Synergy scores: CSS=86.1, Synergy_ZIP=0.241, Synergy_Bliss=0.143, Synergy_Loewe=-1.31, Synergy_HSA=1.92. (2) Drug 1: CC1=C(C=C(C=C1)NC(=O)C2=CC=C(C=C2)CN3CCN(CC3)C)NC4=NC=CC(=N4)C5=CN=CC=C5. Drug 2: CCC1(C2=C(COC1=O)C(=O)N3CC4=CC5=C(C=CC(=C5CN(C)C)O)N=C4C3=C2)O.Cl. Cell line: MCF7. Synergy scores: CSS=11.3, Synergy_ZIP=-2.79, Synergy_Bliss=6.29, Synergy_Loewe=-15.2, Synergy_HSA=1.47. (3) Drug 1: CC1=C(C(CCC1)(C)C)C=CC(=CC=CC(=CC(=O)O)C)C. Drug 2: C1CCC(C(C1)N)N.C(=O)(C(=O)[O-])[O-].[Pt+4]. Cell line: UACC-257. Synergy scores: CSS=9.43, Synergy_ZIP=-4.67, Synergy_Bliss=1.29, Synergy_Loewe=2.60, Synergy_HSA=2.61. (4) Drug 1: CN(C)N=NC1=C(NC=N1)C(=O)N. Drug 2: CCC(=C(C1=CC=CC=C1)C2=CC=C(C=C2)OCCN(C)C)C3=CC=CC=C3.C(C(=O)O)C(CC(=O)O)(C(=O)O)O. Cell line: HCC-2998. Synergy scores: CSS=2.00, Synergy_ZIP=0.274, Synergy_Bliss=-2.05, Synergy_Loewe=-4.37, Synergy_HSA=-4.20. (5) Drug 1: C1=CC=C(C(=C1)C(C2=CC=C(C=C2)Cl)C(Cl)Cl)Cl. Drug 2: C1=NNC2=C1C(=O)NC=N2. Cell line: NCI-H322M. Synergy scores: CSS=2.94, Synergy_ZIP=-0.770, Synergy_Bliss=0.477, Synergy_Loewe=1.02, Synergy_HSA=0.500. (6) Drug 1: C1=CC=C(C(=C1)C(C2=CC=C(C=C2)Cl)C(Cl)Cl)Cl. Drug 2: C(CC(=O)O)C(=O)CN.Cl. Cell line: UACC-257. Synergy scores: CSS=9.64, Synergy_ZIP=-3.56, Synergy_Bliss=-2.41, Synergy_Loewe=1.29, Synergy_HSA=-0.414.